Dataset: Drug-target binding data from BindingDB using IC50 measurements. Task: Regression. Given a target protein amino acid sequence and a drug SMILES string, predict the binding affinity score between them. We predict pIC50 (pIC50 = -log10(IC50 in M); higher means more potent). Dataset: bindingdb_ic50. (1) The small molecule is Cc1ccc2nc(N=NCc3ccc([N+](=O)[O-])o3)nc(-c3ccccc3)c2c1. The target protein sequence is MPPPDKARRDVLISKALSYLLRHGAEKEKLSIDDQGYVKISDVLSHQRLKSLKTTRDDINRIVQENDKKRFTIKDDMICANQGHSLKAVKNDNLTPMTVDELNQLRIYHGTYRTKLPLIKSSGGLSKMNRNHIHFTCEQYSTCSGIRYNANVLIYINASKCIEHGIVFYKSLNNVILTSGDKDGKLSWEFIDRIVGLDGNEINKEQV. The pIC50 is 4.2. (2) The target protein (P18113) has sequence MTPNSMTENRLPAWDKQKPHPDRGQDWKLVGMSEACLHRKSHVERRGALKNEQTSSHLIQATWASSIFHLDPDDVNDQSVSSAQTFQTEEKKCKGYIPSYLDKDELCVVCGDKATGYHYRCITCEGCKGFFRRTIQKSLHPSYSCKYEGKCIIDKVTRNQCQECRFKKCIYVGMATDLVLDDSKRLAKRKLIEENREKRRREELQKSIGHKPEPTDEEWELIKTVTEAHVATNAQGSHWKQKRKFLPEDIGQAPIVNAPEGGQVDLEAFSHFTKIITPAITRVVDFAKKLPMFCELPCEDQIILLKGCCMEIMSLRAAVRYDPDSETLTLNGEMAVTRGQLKNGGLGVVSDAIFDLGMSLSSFNLDDTEVALLQAVLLMSSDRPGLACVERIEKYQDSFLLAFEHYINYRKHHVTHFWPKLLMKVTDLRMIGACHASRFLHMKVECPTELFPPLFLEVFED. The compound is CC(C)c1cc(Oc2c(Br)cc(OCC(=O)O)cc2Br)ccc1O. The pIC50 is 5.3. (3) The pIC50 is 5.0. The target protein (P70606) has sequence MSSRSHNGSVGRPLGSGPGFLGWEPVDPEAGRPRQPTQGPGLQMMAKGQPAGLSPSGPRGHSQAQEEEEEEEDEDRPGSGKPPTVSHRLGHRRALFEKRKRLSDYALIFGMFGIVVMVTETELSWGVYTKESLCSFALKCLISLSTVILLGLVILYHAREIQLFLVDNGADDWRIAMTWERVSLISLELAVCAIHPVPGHYRFTWTARLAFSLVPSAAEADVDVLLSIPMFLRLYLLARVMLLHSRIFTDASSRSIGALNRVTFNTRFVTKTLMTICPGTVLLVFSISSWIVAAWTVRVCERYHDKQEVTSNFLGAMWLISITFLSIGYGDMVPHTYCGKGVCLLTGIMGAGCTALVVAVVARKLELTKAEKHVHNFMMDTQLTKRVKNAAANVLRETWLIYKHTRLVKKPDQSRVRKHQRKFLQAIHQAQKLRTVKIEQGKVNDQANTLADLAKAQSIAYEVVSELQAQQEELEARLAALESRLDVLGASLQALPSLIA.... The drug is CC(=NOC(=O)Nc1ccccc1)c1cccc(-c2cccs2)c1.